From a dataset of Peptide-MHC class II binding affinity with 134,281 pairs from IEDB. Regression. Given a peptide amino acid sequence and an MHC pseudo amino acid sequence, predict their binding affinity value. This is MHC class II binding data. (1) The peptide sequence is TYTEHAKRKTVTAMDVVYALKRQG. The MHC is H-2-IAb with pseudo-sequence H-2-IAb. The binding affinity (normalized) is 0.268. (2) The peptide sequence is GCGSCFEIKCTKPEA. The MHC is DRB1_0301 with pseudo-sequence DRB1_0301. The binding affinity (normalized) is 0. (3) The peptide sequence is TLSYYKLGASQRVGT. The MHC is DRB1_0301 with pseudo-sequence DRB1_0301. The binding affinity (normalized) is 0.228. (4) The peptide sequence is AYVSDFYHKDLIDKI. The MHC is DRB1_0101 with pseudo-sequence DRB1_0101. The binding affinity (normalized) is 0.426. (5) The peptide sequence is VPRDLEVVAATPTSL. The MHC is HLA-DPA10201-DPB10501 with pseudo-sequence HLA-DPA10201-DPB10501. The binding affinity (normalized) is 0.201.